Dataset: CYP2D6 inhibition data for predicting drug metabolism from PubChem BioAssay. Task: Regression/Classification. Given a drug SMILES string, predict its absorption, distribution, metabolism, or excretion properties. Task type varies by dataset: regression for continuous measurements (e.g., permeability, clearance, half-life) or binary classification for categorical outcomes (e.g., BBB penetration, CYP inhibition). Dataset: cyp2d6_veith. (1) The compound is CCCC(O)(CCC)C(=O)NN(C(=O)Nc1csc2c1CCCC2)c1ccccc1. The result is 1 (inhibitor). (2) The drug is C=CCN1CCc2c(cc(O)c(O)c2Cl)[C@H](c2ccccc2)C1. The result is 1 (inhibitor).